Dataset: Full USPTO retrosynthesis dataset with 1.9M reactions from patents (1976-2016). Task: Predict the reactants needed to synthesize the given product. (1) Given the product [CH3:1][N:2]1[CH:6]=[CH:5][C:4]([C:7]([NH:32][CH2:31][CH2:30][C:29]([O:28][CH2:21][C:22]2[CH:27]=[CH:26][CH:25]=[CH:24][CH:23]=2)=[O:33])=[O:9])=[CH:3]1, predict the reactants needed to synthesize it. The reactants are: [CH3:1][N:2]1[CH:6]=[CH:5][C:4]([C:7]([OH:9])=O)=[CH:3]1.C1(C)C=CC(S(O)(=O)=O)=CC=1.[CH2:21]([O:28][C:29](=[O:33])[CH2:30][CH2:31][NH2:32])[C:22]1[CH:27]=[CH:26][CH:25]=[CH:24][CH:23]=1.P(C#N)(=O)(OCC)OCC.C(N(CC)CC)C. (2) Given the product [Cl:15][C:12]1[CH:13]=[CH:14][C:9]([O:8][CH2:7][C:6]([OH:5])=[O:17])=[C:10]([C:34]#[C:35][C:33]2[CH:32]=[CH:22][CH:21]=[CH:20][C:19]=2[F:18])[CH:11]=1, predict the reactants needed to synthesize it. The reactants are: C([O:5][C:6](=[O:17])[CH2:7][O:8][C:9]1[CH:14]=[CH:13][C:12]([Cl:15])=[CH:11][C:10]=1Br)(C)(C)C.[F:18][C:19]1(C#C)C=C[CH:22]=[CH:21][CH2:20]1.C(N([CH2:32][CH3:33])CC)C.[CH3:34][C:35]#N. (3) The reactants are: N[C:2]1[S:3][C:4]([C:7]2[CH:12]=[CH:11][N:10]=[CH:9][CH:8]=2)=[N:5][N:6]=1.[Br:13]Br.N([O-])=O.[Na+].[OH-].[Na+]. Given the product [Br:13][C:2]1[S:3][C:4]([C:7]2[CH:12]=[CH:11][N:10]=[CH:9][CH:8]=2)=[N:5][N:6]=1, predict the reactants needed to synthesize it. (4) Given the product [F:1][C:2]1[CH:7]=[C:6]([F:8])[CH:5]=[CH:4][C:3]=1[CH2:9][CH2:10][C:11]1[CH:16]=[CH:15][C:14]([S:17]([C:20]2[CH:21]=[CH:22][CH:23]=[CH:24][CH:25]=2)(=[O:19])=[O:18])=[CH:13][CH:12]=1, predict the reactants needed to synthesize it. The reactants are: [F:1][C:2]1[CH:7]=[C:6]([F:8])[CH:5]=[CH:4][C:3]=1/[CH:9]=[CH:10]/[C:11]1[CH:16]=[CH:15][C:14]([S:17]([C:20]2[CH:25]=[CH:24][CH:23]=[CH:22][CH:21]=2)(=[O:19])=[O:18])=[CH:13][CH:12]=1. (5) The reactants are: CC1C=CC(C([O:8][C@@H:9]2[C@@H:13]([CH2:14][O:15]C(=O)C3C=CC(C)=CC=3)[O:12][CH:11]([C:25]3[CH:30]=[CH:29][C:28]([CH2:31][CH2:32][NH:33][C:34](=[O:55])[CH2:35][CH2:36][CH2:37][C:38]([NH:40][C:41]4[CH:46]=[CH:45][C:44](/[CH:47]=[CH:48]/[C:49]5[CH:54]=[CH:53][CH:52]=[CH:51][CH:50]=5)=[CH:43][CH:42]=4)=[O:39])=[CH:27][CH:26]=3)[CH2:10]2)=O)=CC=1.CO[Na].CO.[NH4+].[Cl-]. Given the product [CH:11]1([C:25]2[CH:26]=[CH:27][C:28]([CH2:31][CH2:32][NH:33][C:34](=[O:55])[CH2:35][CH2:36][CH2:37][C:38]([NH:40][C:41]3[CH:42]=[CH:43][C:44](/[CH:47]=[CH:48]/[C:49]4[CH:54]=[CH:53][CH:52]=[CH:51][CH:50]=4)=[CH:45][CH:46]=3)=[O:39])=[CH:29][CH:30]=2)[O:12][C@H:13]([CH2:14][OH:15])[C@@H:9]([OH:8])[CH2:10]1, predict the reactants needed to synthesize it. (6) Given the product [CH:17]1([NH:16][C:15]2[N:7]([C:1]3[CH:2]=[CH:3][CH:4]=[CH:5][CH:6]=3)[N:8]=[C:9]3[C:14]=2[CH2:13][CH2:12][CH2:11][CH2:10]3)[CH2:22][CH2:21][CH2:20][CH2:19][CH2:18]1, predict the reactants needed to synthesize it. The reactants are: [C:1]1([N:7]2[C:15]([NH2:16])=[C:14]3[C:9]([CH2:10][CH2:11][CH2:12][CH2:13]3)=[N:8]2)[CH:6]=[CH:5][CH:4]=[CH:3][CH:2]=1.[C:17]1(=O)[CH2:22][CH2:21][CH2:20][CH2:19][CH2:18]1.C(O[BH-](OC(=O)C)OC(=O)C)(=O)C.[Na+].C(O)(=O)C. (7) Given the product [C:28]1(=[O:29])[N:32]([N:1]2[CH2:2][CH2:3][CH:4]([C:7]3[NH:11][N:10]=[C:9]([C:12]4[CH:13]=[CH:14][C:15]([F:18])=[CH:16][CH:17]=4)[C:8]=3[C:19]3[CH:24]=[CH:23][N:22]=[CH:21][CH:20]=3)[CH2:5][CH2:6]2)[C:30]1=[O:31], predict the reactants needed to synthesize it. The reactants are: [NH:1]1[CH2:6][CH2:5][CH:4]([C:7]2[NH:11][N:10]=[C:9]([C:12]3[CH:17]=[CH:16][C:15]([F:18])=[CH:14][CH:13]=3)[C:8]=2[C:19]2[CH:24]=[CH:23][N:22]=[CH:21][CH:20]=2)[CH2:3][CH2:2]1.CCO[C:28]([C:30]([NH2:32])=[O:31])=[O:29].Cl.